Dataset: Full USPTO retrosynthesis dataset with 1.9M reactions from patents (1976-2016). Task: Predict the reactants needed to synthesize the given product. Given the product [CH2:1]([O:5][C:6]1[CH:7]=[CH:8][C:9]([C:10]([NH:30][C:27]2[CH:26]=[CH:25][C:24]([N:22]3[CH2:23][CH:18]4[CH:19]([CH2:20][N:16]([CH3:15])[CH2:17]4)[CH2:21]3)=[CH:29][CH:28]=2)=[O:12])=[CH:13][CH:14]=1)[CH2:2][CH2:3][CH3:4], predict the reactants needed to synthesize it. The reactants are: [CH2:1]([O:5][C:6]1[CH:14]=[CH:13][C:9]([C:10]([OH:12])=O)=[CH:8][CH:7]=1)[CH2:2][CH2:3][CH3:4].[CH3:15][N:16]1[CH2:20][CH:19]2[CH2:21][N:22]([C:24]3[CH:29]=[CH:28][C:27]([NH2:30])=[CH:26][CH:25]=3)[CH2:23][CH:18]2[CH2:17]1.